This data is from Reaction yield outcomes from USPTO patents with 853,638 reactions. The task is: Predict the reaction yield, written as a fraction of the theoretical maximum amount of product (1.0 means a 100% yield; for example, 0.34 means a 34% yield). (1) The reactants are [Cl:1][C:2]1[N:7]=[C:6]([C:8]([F:11])([F:10])[F:9])[C:5]([C:12](Cl)=[O:13])=[CH:4][N:3]=1.[NH4+].[Cl-].O.[CH2:18]1COCC1. No catalyst specified. The product is [Cl:1][C:2]1[N:7]=[C:6]([C:8]([F:11])([F:10])[F:9])[C:5]([C:12](=[O:13])[CH3:18])=[CH:4][N:3]=1. The yield is 0.300. (2) The reactants are I[C:2]1[C:3]([C:8]([CH3:12])([CH3:11])[C:9]#[N:10])=[N:4][CH:5]=[CH:6][CH:7]=1.[C:13]([Si:15]([CH3:18])([CH3:17])[CH3:16])#[CH:14]. The catalyst is Cl[Pd](Cl)([P](C1C=CC=CC=1)(C1C=CC=CC=1)C1C=CC=CC=1)[P](C1C=CC=CC=1)(C1C=CC=CC=1)C1C=CC=CC=1. The product is [CH3:11][C:8]([C:3]1[C:2]([C:14]#[C:13][Si:15]([CH3:18])([CH3:17])[CH3:16])=[CH:7][CH:6]=[CH:5][N:4]=1)([CH3:12])[C:9]#[N:10]. The yield is 1.00. (3) The reactants are [CH2:1]([S:3][C:4](=[O:11])[CH2:5][C:6]([S:8][CH2:9][CH3:10])=[O:7])[CH3:2].N12CCN(CC1)CC2.[C:20]1(=[O:25])[CH2:24][CH2:23][CH:22]=[CH:21]1. The catalyst is COCCOC. The product is [CH2:1]([S:3][C:4](=[O:11])[CH:5]([CH:22]1[CH2:23][CH2:24][C:20](=[O:25])[CH2:21]1)[C:6]([S:8][CH2:9][CH3:10])=[O:7])[CH3:2]. The yield is 0.820. (4) The reactants are Cl[C:2]([O:4][CH2:5][C:6]1[CH:11]=[CH:10][CH:9]=[CH:8][CH:7]=1)=[O:3].[NH2:12][C:13]1[CH:18]=[CH:17][C:16]([N:19]2[CH2:23][CH2:22][CH2:21][C:20]2=[O:24])=[CH:15][CH:14]=1.CN(C)C1C=CC=CC=1.C(OCC)(=O)C. The catalyst is O1CCCC1. The product is [O:24]=[C:20]1[CH2:21][CH2:22][CH2:23][N:19]1[C:16]1[CH:17]=[CH:18][C:13]([NH:12][C:2](=[O:3])[O:4][CH2:5][C:6]2[CH:11]=[CH:10][CH:9]=[CH:8][CH:7]=2)=[CH:14][CH:15]=1. The yield is 0.738. (5) The reactants are I[C:2]1[CH:3]=[C:4]([CH:8]=[C:9]([N+:11]([O-:13])=[O:12])[CH:10]=1)[C:5]([OH:7])=[O:6].B(O)(O)[C:15]1[CH:16]=[CH:17][C:18]([CH3:21])=[CH:19][CH:20]=1.C([O-])([O-])=O.[Cs+].[Cs+].[OH-].[Na+]. The catalyst is C1(C)C=CC=CC=1.C(O)C.O.C1C=CC([P]([Pd]([P](C2C=CC=CC=2)(C2C=CC=CC=2)C2C=CC=CC=2)([P](C2C=CC=CC=2)(C2C=CC=CC=2)C2C=CC=CC=2)[P](C2C=CC=CC=2)(C2C=CC=CC=2)C2C=CC=CC=2)(C2C=CC=CC=2)C2C=CC=CC=2)=CC=1. The product is [CH3:21][C:18]1[CH:19]=[CH:20][C:15]([C:2]2[CH:10]=[C:9]([N+:11]([O-:13])=[O:12])[CH:8]=[C:4]([C:5]([OH:7])=[O:6])[CH:3]=2)=[CH:16][CH:17]=1. The yield is 0.972. (6) The reactants are [C:1]([N:8]1[CH2:13][CH2:12][N:11]([C:14]2[CH:19]=[CH:18][CH:17]=[CH:16][C:15]=2[NH2:20])[CH2:10][CH2:9]1)([O:3][C:4]([CH3:7])([CH3:6])[CH3:5])=[O:2].C(N(CC)CC)C.[CH3:28][S:29](Cl)(=[O:31])=[O:30]. The catalyst is C(Cl)Cl. The product is [C:1]([N:8]1[CH2:13][CH2:12][N:11]([C:14]2[CH:19]=[CH:18][CH:17]=[CH:16][C:15]=2[NH:20][S:29]([CH3:28])(=[O:31])=[O:30])[CH2:10][CH2:9]1)([O:3][C:4]([CH3:7])([CH3:6])[CH3:5])=[O:2]. The yield is 0.940. (7) The reactants are Br[C:2]1[C:3]([C:8]#[N:9])=[N:4][CH:5]=[CH:6][CH:7]=1.[CH3:10][O:11][C:12]1[CH:13]=[C:14]([CH:18]=[CH:19][CH:20]=1)[C:15](Cl)=[O:16].[NH4+].[Cl-]. The catalyst is C1COCC1.[Zn]. The product is [CH3:10][O:11][C:12]1[CH:13]=[C:14]([CH:18]=[CH:19][CH:20]=1)[C:15]([C:2]1[C:3]([C:8]#[N:9])=[N:4][CH:5]=[CH:6][CH:7]=1)=[O:16]. The yield is 0.600. (8) The reactants are Br[CH2:2][CH2:3][C:4]1[C:5](=[O:16])[O:6][C:7]2[C:12]([C:13]=1[CH3:14])=[CH:11][C:10]([OH:15])=[CH:9][CH:8]=2.[NH:17]1[CH2:21][CH2:20][CH2:19][CH2:18]1. The catalyst is CN(C=O)C.O. The product is [OH:15][C:10]1[CH:11]=[C:12]2[C:7](=[CH:8][CH:9]=1)[O:6][C:5](=[O:16])[C:4]([CH2:3][CH2:2][N:17]1[CH2:21][CH2:20][CH2:19][CH2:18]1)=[C:13]2[CH3:14]. The yield is 0.250.